This data is from Forward reaction prediction with 1.9M reactions from USPTO patents (1976-2016). The task is: Predict the product of the given reaction. Given the reactants Cl[C:2]1[N:7]=[C:6]([S:8][C:9]2[CH:10]=[C:11]([NH:15][C:16](=[O:19])[CH:17]=[CH2:18])[CH:12]=[CH:13][CH:14]=2)[CH:5]=[CH:4][N:3]=1.[CH3:20][O:21][C:22]1[CH:23]=[C:24]([CH:26]=[C:27]([O:31][CH3:32])[C:28]=1[O:29][CH3:30])[NH2:25], predict the reaction product. The product is: [CH3:32][O:31][C:27]1[CH:26]=[C:24]([NH:25][C:2]2[N:7]=[C:6]([S:8][C:9]3[CH:10]=[C:11]([NH:15][C:16](=[O:19])[CH:17]=[CH2:18])[CH:12]=[CH:13][CH:14]=3)[CH:5]=[CH:4][N:3]=2)[CH:23]=[C:22]([O:21][CH3:20])[C:28]=1[O:29][CH3:30].